The task is: Predict the reactants needed to synthesize the given product.. This data is from Full USPTO retrosynthesis dataset with 1.9M reactions from patents (1976-2016). (1) The reactants are: [CH3:1][O:2][C:3]1[C:4]([C:21]([OH:23])=O)=[CH:5][C:6]2[C:11]([CH:12]=1)=[CH:10][CH:9]=[C:8]([C:13]1[CH:18]=[CH:17][CH:16]=[C:15]([O:19][CH3:20])[CH:14]=1)[CH:7]=2.C[CH2:25][N:26]=C=NCCCN(C)C.OC1C2N=NNC=2C=CC=1.CN.C(N(CC)CC)C.Cl. Given the product [CH3:1][O:2][C:3]1[C:4]([C:21]([NH:26][CH3:25])=[O:23])=[CH:5][C:6]2[C:11]([CH:12]=1)=[CH:10][CH:9]=[C:8]([C:13]1[CH:18]=[CH:17][CH:16]=[C:15]([O:19][CH3:20])[CH:14]=1)[CH:7]=2, predict the reactants needed to synthesize it. (2) Given the product [N:1]1([CH2:6][CH2:7][NH:8][C:9]([C:11]2[CH:16]=[CH:15][C:14]([NH:17][C:18]3[N:19]=[CH:20][C:21]([NH:24][C:25](=[O:35])[C:26]4[CH:31]=[C:30]([OH:32])[CH:29]=[CH:28][C:27]=4[Cl:34])=[CH:22][N:23]=3)=[CH:13][N:12]=2)=[O:10])[CH2:2][CH2:3][CH2:4][CH2:5]1, predict the reactants needed to synthesize it. The reactants are: [N:1]1([CH2:6][CH2:7][NH:8][C:9]([C:11]2[CH:16]=[CH:15][C:14]([NH:17][C:18]3[N:23]=[CH:22][C:21]([NH:24][C:25](=[O:35])[C:26]4[CH:31]=[C:30]([O:32]C)[CH:29]=[CH:28][C:27]=4[Cl:34])=[CH:20][N:19]=3)=[CH:13][N:12]=2)=[O:10])[CH2:5][CH2:4][CH2:3][CH2:2]1.B(Br)(Br)Br. (3) Given the product [CH3:37][C:27]1[CH:32]=[CH:31][C:30]([S:33]([O:22][CH2:21][C@@H:20]([OH:23])[CH2:19][C:18]2[C:9]([O:8][CH2:1][C:2]3[CH:3]=[CH:4][CH:5]=[CH:6][CH:7]=3)=[C:10]3[C:15](=[C:16]([O:24][CH3:25])[CH:17]=2)[C@H:14]2[CH2:26][C@@H:11]3[CH2:12][CH2:13]2)(=[O:35])=[O:34])=[CH:29][CH:28]=1, predict the reactants needed to synthesize it. The reactants are: [CH2:1]([O:8][C:9]1[C:18]([CH2:19][C@H:20]([OH:23])[CH2:21][OH:22])=[CH:17][C:16]([O:24][CH3:25])=[C:15]2[C:10]=1[C@@H:11]1[CH2:26][C@H:14]2[CH2:13][CH2:12]1)[C:2]1[CH:7]=[CH:6][CH:5]=[CH:4][CH:3]=1.[C:27]1([CH3:37])[CH:32]=[CH:31][C:30]([S:33](Cl)(=[O:35])=[O:34])=[CH:29][CH:28]=1.CC1C=CC(S(OCC2OC3C4CCCC=4C(C)=CC=3C2)(=O)=O)=CC=1. (4) Given the product [N:25]([CH2:14][C@@H:5]1[C@@H:4]([C:20]([O:22][CH3:23])=[O:21])[O:3][C:2]([CH3:24])([CH3:1])[N:6]1[C:7]([O:9][C:10]([CH3:13])([CH3:12])[CH3:11])=[O:8])=[N+:26]=[N-:27], predict the reactants needed to synthesize it. The reactants are: [CH3:1][C:2]1([CH3:24])[N:6]([C:7]([O:9][C:10]([CH3:13])([CH3:12])[CH3:11])=[O:8])[C@H:5]([CH2:14]OS(C)(=O)=O)[C@@H:4]([C:20]([O:22][CH3:23])=[O:21])[O:3]1.[N-:25]=[N+:26]=[N-:27].[Na+].O. (5) Given the product [Cl:1][C:2]1[N:7]=[C:6]([NH:32][CH2:31][CH2:30][CH2:29][N:26]2[CH2:27][CH2:28][O:23][CH2:24][CH2:25]2)[CH:5]=[CH:4][N:3]=1, predict the reactants needed to synthesize it. The reactants are: [Cl:1][C:2]1[N:7]=[C:6](Cl)[CH:5]=[CH:4][N:3]=1.C(N(C(C)C)CC)(C)C.C(O)CCC.[O:23]1[CH2:28][CH2:27][N:26]([CH2:29][CH2:30][CH2:31][NH2:32])[CH2:25][CH2:24]1. (6) Given the product [CH2:32]([N:39]1[C:43]([CH2:44][NH:1][C:2]2[CH:7]=[C:6]([C:8]([F:11])([F:9])[F:10])[CH:5]=[CH:4][C:3]=2[C:12]2[N:17]=[CH:16][N:15]=[C:14]([O:18][C:19]3[C:24]4[N:25]=[C:26]([NH:28][C:29](=[O:31])[CH3:30])[S:27][C:23]=4[CH:22]=[CH:21][CH:20]=3)[CH:13]=2)=[CH:42][N:41]=[CH:40]1)[C:33]1[CH:34]=[CH:35][CH:36]=[CH:37][CH:38]=1, predict the reactants needed to synthesize it. The reactants are: [NH2:1][C:2]1[CH:7]=[C:6]([C:8]([F:11])([F:10])[F:9])[CH:5]=[CH:4][C:3]=1[C:12]1[N:17]=[CH:16][N:15]=[C:14]([O:18][C:19]2[C:24]3[N:25]=[C:26]([NH:28][C:29](=[O:31])[CH3:30])[S:27][C:23]=3[CH:22]=[CH:21][CH:20]=2)[CH:13]=1.[CH2:32]([N:39]1[C:43]([CH:44]=O)=[CH:42][N:41]=[CH:40]1)[C:33]1[CH:38]=[CH:37][CH:36]=[CH:35][CH:34]=1.C(O[BH-](OC(=O)C)OC(=O)C)(=O)C.[Na+].